This data is from Catalyst prediction with 721,799 reactions and 888 catalyst types from USPTO. The task is: Predict which catalyst facilitates the given reaction. (1) Reactant: [Cl:1][C:2]1[CH:3]=[CH:4][C:5]2[N:11]3[CH:12]=[CH:13][N:14]=[C:10]3[C@@H:9]([CH2:15][CH2:16][N:17]3[CH:21]=[C:20]([C:22]([O:24]CC)=[O:23])[CH:19]=[N:18]3)[O:8][C@H:7]([C:27]3[CH:32]=[CH:31][CH:30]=[C:29]([O:33][CH3:34])[C:28]=3[O:35][CH3:36])[C:6]=2[CH:37]=1.[OH-].[Na+].Cl. Product: [Cl:1][C:2]1[CH:3]=[CH:4][C:5]2[N:11]3[CH:12]=[CH:13][N:14]=[C:10]3[C@@H:9]([CH2:15][CH2:16][N:17]3[CH:21]=[C:20]([C:22]([OH:24])=[O:23])[CH:19]=[N:18]3)[O:8][C@H:7]([C:27]3[CH:32]=[CH:31][CH:30]=[C:29]([O:33][CH3:34])[C:28]=3[O:35][CH3:36])[C:6]=2[CH:37]=1. The catalyst class is: 5. (2) Reactant: Cl[C:2]1[N:7]=[C:6]([Cl:8])[N:5]=[C:4]([CH2:9][C:10]2[CH:15]=[CH:14][C:13]([Cl:16])=[CH:12][CH:11]=2)[N:3]=1.[CH3:17][O:18][C:19]1[CH:20]=[C:21]([NH2:31])[CH:22]=[CH:23][C:24]=1[N:25]1[CH:29]=[C:28]([CH3:30])[N:27]=[CH:26]1.C(N(CC)CC)C. Product: [Cl:8][C:6]1[N:5]=[C:4]([CH2:9][C:10]2[CH:15]=[CH:14][C:13]([Cl:16])=[CH:12][CH:11]=2)[N:3]=[C:2]([NH:31][C:21]2[CH:22]=[CH:23][C:24]([N:25]3[CH:29]=[C:28]([CH3:30])[N:27]=[CH:26]3)=[C:19]([O:18][CH3:17])[CH:20]=2)[N:7]=1. The catalyst class is: 5. (3) Reactant: [Cl:1][C:2]1[C:3]([NH2:10])=[N:4][C:5]([O:8][CH3:9])=[CH:6][CH:7]=1.N1C=CC=CC=1.[F:17][C:18]([F:29])([F:28])[C:19](O[C:19](=[O:20])[C:18]([F:29])([F:28])[F:17])=[O:20]. Product: [Cl:1][C:2]1[C:3]([NH:10][C:19](=[O:20])[C:18]([F:29])([F:28])[F:17])=[N:4][C:5]([O:8][CH3:9])=[CH:6][CH:7]=1. The catalyst class is: 1. (4) Reactant: [CH3:1][N:2]([CH3:12])[S:3]([N:6]1[CH:10]=[CH:9][N:8]=[C:7]1[CH3:11])(=[O:5])=[O:4].[Li]CCCC.[O:18]1[CH2:20][CH2:19]1. Product: [OH:18][CH2:19][CH2:20][C:9]1[N:8]=[C:7]([CH3:11])[N:6]([S:3]([N:2]([CH3:12])[CH3:1])(=[O:4])=[O:5])[CH:10]=1. The catalyst class is: 7. (5) Reactant: [C:1]1([C:40]2[CH:45]=[CH:44][CH:43]=[CH:42][CH:41]=2)[CH:6]=[CH:5][C:4]([C@@:7]2([S:35][CH2:36][CH2:37][CH2:38][CH3:39])[CH2:11][N:10]([C:12](=[O:31])[C@@H:13]([NH:23][C:24]([O:26][C:27]([CH3:30])([CH3:29])[CH3:28])=[O:25])[C:14]([CH3:22])([CH3:21])[CH2:15][CH2:16][CH2:17][CH2:18][CH:19]=[CH2:20])[C@H:9]([C:32]([OH:34])=O)[CH2:8]2)=[CH:3][CH:2]=1.[NH2:46][C@:47]1([C:52]([O:54][CH2:55][CH3:56])=[O:53])[CH2:49][C@H:48]1[CH:50]=[CH2:51].P([O-])([O-])([O-])=O.N1(OC(N(C)C)=[N+](C)C)C2N=CC=CC=2N=N1.N1(OC(N(C)C)=[N+](C)C)C2N=CC=CC=2N=N1.N1(OC(N(C)C)=[N+](C)C)C2N=CC=CC=2N=N1.C(N(CC)C(C)C)(C)C. Product: [C:1]1([C:40]2[CH:45]=[CH:44][CH:43]=[CH:42][CH:41]=2)[CH:6]=[CH:5][C:4]([C@@:7]2([S:35][CH2:36][CH2:37][CH2:38][CH3:39])[CH2:11][N:10]([C:12](=[O:31])[C@@H:13]([NH:23][C:24]([O:26][C:27]([CH3:30])([CH3:29])[CH3:28])=[O:25])[C:14]([CH3:21])([CH3:22])[CH2:15][CH2:16][CH2:17][CH2:18][CH:19]=[CH2:20])[C@H:9]([C:32]([NH:46][C@:47]3([C:52]([O:54][CH2:55][CH3:56])=[O:53])[CH2:49][C@H:48]3[CH:50]=[CH2:51])=[O:34])[CH2:8]2)=[CH:3][CH:2]=1. The catalyst class is: 96.